From a dataset of Forward reaction prediction with 1.9M reactions from USPTO patents (1976-2016). Predict the product of the given reaction. (1) Given the reactants Cl.Cl.[Cl:3][C:4]1[CH:5]=[C:6]([CH:10]=[CH:11][C:12]=1[N:13]1[CH2:18][CH2:17][N:16]([C:19]2[N:24]=[CH:23][C:22]([C:25]3[CH:30]=[CH:29][CH:28]=[C:27]([CH2:31][N:32]([C:34](=[O:37])[CH2:35][NH2:36])[CH3:33])[CH:26]=3)=[CH:21][N:20]=2)[CH2:15][CH2:14]1)[C:7]([OH:9])=[O:8].C1COCC1.[OH-].[Na+], predict the reaction product. The product is: [Cl:3][C:4]1[CH:5]=[C:6]([CH:10]=[CH:11][C:12]=1[N:13]1[CH2:18][CH2:17][N:16]([C:19]2[N:20]=[CH:21][C:22]([C:25]3[CH:30]=[CH:29][CH:28]=[C:27]([CH2:31][N:32]([C:34](=[O:37])[CH2:35][NH2:36])[CH3:33])[CH:26]=3)=[CH:23][N:24]=2)[CH2:15][CH2:14]1)[C:7]([OH:9])=[O:8]. (2) Given the reactants [NH2:1][C:2]1[CH:29]=[CH:28][C:27]([O:30][C:31]([F:34])([F:33])[F:32])=[CH:26][C:3]=1[CH2:4][N:5]1[C@@H:9]([CH3:10])[C@@H:8]([C:11]2[CH:16]=[C:15]([C:17]([F:20])([F:19])[F:18])[CH:14]=[C:13]([C:21]([F:24])([F:23])[F:22])[CH:12]=2)[O:7][C:6]1=[O:25].[CH:35](=O)[CH3:36].[BH-](OC(C)=O)(OC(C)=O)OC(C)=O.[Na+], predict the reaction product. The product is: [F:24][C:21]([F:22])([F:23])[C:13]1[CH:12]=[C:11]([C@H:8]2[O:7][C:6](=[O:25])[N:5]([CH2:4][C:3]3[CH:26]=[C:27]([O:30][C:31]([F:34])([F:33])[F:32])[CH:28]=[CH:29][C:2]=3[NH:1][CH2:35][CH3:36])[C@H:9]2[CH3:10])[CH:16]=[C:15]([C:17]([F:19])([F:20])[F:18])[CH:14]=1. (3) Given the reactants [CH2:1]([C:9]1[CH:14]=[CH:13][C:12]([NH:15][S:16](NC(=O)OCCCl)(=[O:18])=[O:17])=[CH:11][CH:10]=1)[CH2:2][CH2:3][CH2:4][CH2:5][CH2:6][CH2:7][CH3:8].[CH3:26]CN(CC)CC.[NH2:33][C:34]1([CH2:41][C:42]([O-:44])=[O:43])[CH2:39][CH2:38][CH2:37][N:36]([CH3:40])[CH2:35]1, predict the reaction product. The product is: [CH3:40][N:36]1[CH2:37][CH2:38][CH2:39][C:34]([CH2:41][C:42]([O:44][CH3:26])=[O:43])([NH:33][S:16](=[O:17])(=[O:18])[NH:15][C:12]2[CH:11]=[CH:10][C:9]([CH2:1][CH2:2][CH2:3][CH2:4][CH2:5][CH2:6][CH2:7][CH3:8])=[CH:14][CH:13]=2)[CH2:35]1. (4) Given the reactants [NH2:1][C:2]1[CH:3]=[CH:4][C:5]2[N:9]=[CH:8][N:7]([CH:10]3[CH2:15][CH2:14][N:13]([CH2:16][C:17]4[CH:22]=[CH:21][C:20]([C:23]([OH:32])([C:28]([F:31])([F:30])[F:29])[C:24]([F:27])([F:26])[F:25])=[CH:19][CH:18]=4)[CH2:12][CH2:11]3)[C:6]=2[CH:33]=1.[N:34]1[CH:39]=[CH:38][C:37]([NH:40][C:41](=O)[O:42]C2C=CC=CC=2)=[CH:36][CH:35]=1, predict the reaction product. The product is: [F:29][C:28]([F:31])([F:30])[C:23]([C:20]1[CH:21]=[CH:22][C:17]([CH2:16][N:13]2[CH2:12][CH2:11][CH:10]([N:7]3[C:6]4[CH:33]=[C:2]([NH:1][C:41]([NH:40][C:37]5[CH:38]=[CH:39][N:34]=[CH:35][CH:36]=5)=[O:42])[CH:3]=[CH:4][C:5]=4[N:9]=[CH:8]3)[CH2:15][CH2:14]2)=[CH:18][CH:19]=1)([OH:32])[C:24]([F:25])([F:26])[F:27].